This data is from Full USPTO retrosynthesis dataset with 1.9M reactions from patents (1976-2016). The task is: Predict the reactants needed to synthesize the given product. (1) Given the product [Cl:10][C:6]1[C:7]2[CH:8]=[CH:32][C:33](=[O:34])[N:26]([C:25]3[CH:27]=[CH:28][C:22]([C:21]([F:29])([F:30])[F:20])=[CH:23][CH:24]=3)[C:2]=2[N:3]=[C:4]([S:11][CH3:12])[N:5]=1, predict the reactants needed to synthesize it. The reactants are: Cl[C:2]1[C:7]([CH:8]=O)=[C:6]([Cl:10])[N:5]=[C:4]([S:11][CH3:12])[N:3]=1.CCN(CC)CC.[F:20][C:21]([F:30])([F:29])[C:22]1[CH:28]=[CH:27][C:25]([NH2:26])=[CH:24][CH:23]=1.F[C:32](F)(F)[CH2:33][O:34]P(CC(OC)=O)(=O)OCC(F)(F)F. (2) Given the product [CH3:24][O:23][C:18]1[CH:19]=[C:20]([N:22]2[C:32](=[O:31])[NH:1][C:4]3[CH:9]=[CH:8][CH:7]=[CH:6][C:5]=3[S:10]2(=[O:12])=[O:11])[CH:21]=[C:16]([O:15][CH3:14])[N:17]=1, predict the reactants needed to synthesize it. The reactants are: [N+:1]([C:4]1[CH:9]=[CH:8][CH:7]=[CH:6][C:5]=1[S:10](Cl)(=[O:12])=[O:11])([O-])=O.[CH3:14][O:15][C:16]1[CH:21]=[C:20]([NH2:22])[CH:19]=[C:18]([O:23][CH3:24])[N:17]=1.N1C=CC=CC=1.[O:31]1CCOC[CH2:32]1. (3) Given the product [NH2:17][CH2:16][C:13]1[C:14]([NH2:15])=[N:7][C:6]([C:2]2[S:1][CH:5]=[CH:4][CH:3]=2)=[N:8][C:12]=1[C:11]1[CH:18]=[CH:19][C:20]([Cl:22])=[CH:21][C:10]=1[Cl:9], predict the reactants needed to synthesize it. The reactants are: [S:1]1[CH:5]=[CH:4][CH:3]=[C:2]1[C:6]([NH2:8])=[NH:7].[Cl:9][C:10]1[CH:21]=[C:20]([Cl:22])[CH:19]=[CH:18][C:11]=1[CH:12]=[C:13]([C:16]#[N:17])[C:14]#[N:15]. (4) Given the product [N+:1]([C:4]1[CH:5]=[CH:6][C:7]([N:10]2[CH2:15][CH2:14][N:13]([C:17]([O:19][C:20]3[CH:21]=[CH:22][C:23]([N+:26]([O-:28])=[O:27])=[CH:24][CH:25]=3)=[O:18])[CH2:12][CH2:11]2)=[CH:8][CH:9]=1)([O-:3])=[O:2], predict the reactants needed to synthesize it. The reactants are: [N+:1]([C:4]1[CH:9]=[CH:8][C:7]([N:10]2[CH2:15][CH2:14][NH:13][CH2:12][CH2:11]2)=[CH:6][CH:5]=1)([O-:3])=[O:2].Cl[C:17]([O:19][C:20]1[CH:25]=[CH:24][C:23]([N+:26]([O-:28])=[O:27])=[CH:22][CH:21]=1)=[O:18].